Task: Predict the product of the given reaction.. Dataset: Forward reaction prediction with 1.9M reactions from USPTO patents (1976-2016) (1) Given the reactants [Si]([O:18][C:19]1[CH:59]=[CH:58][C:22]([O:23][CH2:24][C@@H:25]([OH:57])[CH2:26][NH:27][CH2:28][CH2:29][C:30]2[CH:56]=[CH:55][C:33]([NH:34][CH:35]3[CH2:40][CH2:39][N:38]([C:41]([C:43]4[NH:44][C:45]5[C:50]([CH:51]=4)=[CH:49][CH:48]=[CH:47][C:46]=5[N+:52]([O-:54])=[O:53])=[O:42])[CH2:37][CH2:36]3)=[CH:32][CH:31]=2)=[CH:21][CH:20]=1)(C(C)(C)C)(C1C=CC=CC=1)C1C=CC=CC=1, predict the reaction product. The product is: [OH:57][C@H:25]([CH2:24][O:23][C:22]1[CH:21]=[CH:20][C:19]([OH:18])=[CH:59][CH:58]=1)[CH2:26][NH:27][CH2:28][CH2:29][C:30]1[CH:31]=[CH:32][C:33]([NH:34][CH:35]2[CH2:36][CH2:37][N:38]([C:41]([C:43]3[NH:44][C:45]4[C:50]([CH:51]=3)=[CH:49][CH:48]=[CH:47][C:46]=4[N+:52]([O-:54])=[O:53])=[O:42])[CH2:39][CH2:40]2)=[CH:55][CH:56]=1. (2) Given the reactants Br[C:2]1[C:3]2[N:4]([N:8]=[C:9]([NH:11][C:12]3[CH:28]=[CH:27][C:15]([C:16]([N:18]([CH3:26])[CH:19]4[CH2:24][CH2:23][N:22]([CH3:25])[CH2:21][CH2:20]4)=[O:17])=[CH:14][CH:13]=3)[N:10]=2)[CH:5]=[CH:6][CH:7]=1.[CH3:29][C:30]1([C:36]2[CH:41]=[CH:40][CH:39]=[CH:38][CH:37]=2)[CH2:35][CH2:34][NH:33][CH2:32][CH2:31]1.CC([O-])(C)C.[Na+].C1C=CC(P(C2C(C3C(P(C4C=CC=CC=4)C4C=CC=CC=4)=CC=C4C=3C=CC=C4)=C3C(C=CC=C3)=CC=2)C2C=CC=CC=2)=CC=1, predict the reaction product. The product is: [CH3:26][N:18]([CH:19]1[CH2:24][CH2:23][N:22]([CH3:25])[CH2:21][CH2:20]1)[C:16](=[O:17])[C:15]1[CH:27]=[CH:28][C:12]([NH:11][C:9]2[N:10]=[C:3]3[C:2]([N:33]4[CH2:34][CH2:35][C:30]([CH3:29])([C:36]5[CH:41]=[CH:40][CH:39]=[CH:38][CH:37]=5)[CH2:31][CH2:32]4)=[CH:7][CH:6]=[CH:5][N:4]3[N:8]=2)=[CH:13][CH:14]=1.